From a dataset of Peptide-MHC class I binding affinity with 185,985 pairs from IEDB/IMGT. Regression. Given a peptide amino acid sequence and an MHC pseudo amino acid sequence, predict their binding affinity value. This is MHC class I binding data. (1) The peptide sequence is MQNCLLRLK. The MHC is HLA-A33:01 with pseudo-sequence HLA-A33:01. The binding affinity (normalized) is 0.131. (2) The peptide sequence is SSYGMHWVR. The MHC is HLA-B27:05 with pseudo-sequence HLA-B27:05. The binding affinity (normalized) is 0.425. (3) The peptide sequence is MAMLADYFY. The binding affinity (normalized) is 0.770. The MHC is HLA-B15:01 with pseudo-sequence HLA-B15:01. (4) The peptide sequence is ECANLLLQY. The MHC is HLA-A30:02 with pseudo-sequence HLA-A30:02. The binding affinity (normalized) is 0.264. (5) The peptide sequence is IRNLVKRYK. The MHC is HLA-A01:01 with pseudo-sequence HLA-A01:01. The binding affinity (normalized) is 0.0847.